From a dataset of Forward reaction prediction with 1.9M reactions from USPTO patents (1976-2016). Predict the product of the given reaction. (1) Given the reactants C(OC(=O)[NH:7][CH2:8][CH:9]([NH:16][C:17](=[O:41])[C:18]1[CH:23]=[CH:22][C:21]([Cl:24])=[C:20]([NH:25][C:26]([C:28]2[C:39](=[O:40])[NH:38][C:31]3[N:32]=[C:33]([O:36][CH3:37])[N:34]=[CH:35][C:30]=3[CH:29]=2)=[O:27])[CH:19]=1)[C:10]1[CH:15]=[CH:14][CH:13]=[CH:12][CH:11]=1)(C)(C)C.FC(F)(F)C(O)=O, predict the reaction product. The product is: [NH2:7][CH2:8][CH:9]([NH:16][C:17]([C:18]1[CH:23]=[CH:22][C:21]([Cl:24])=[C:20]([NH:25][C:26]([C:28]2[C:39](=[O:40])[NH:38][C:31]3[N:32]=[C:33]([O:36][CH3:37])[N:34]=[CH:35][C:30]=3[CH:29]=2)=[O:27])[CH:19]=1)=[O:41])[C:10]1[CH:11]=[CH:12][CH:13]=[CH:14][CH:15]=1. (2) Given the reactants N1CCCCC1.[OH:7][C:8]1[CH:9]=[C:10]([CH:13]=[CH:14][C:15]=1[OH:16])[CH:11]=O.C([CH2:20][C:21]([NH:23][C:24]1[CH:32]=[CH:31][CH:30]=[CH:29][C:25]=1[C:26]([OH:28])=[O:27])=[O:22])(O)=O.Cl, predict the reaction product. The product is: [OH:7][C:8]1[CH:9]=[C:10](/[CH:11]=[CH:20]/[C:21]([NH:23][C:24]2[CH:32]=[CH:31][CH:30]=[CH:29][C:25]=2[C:26]([OH:28])=[O:27])=[O:22])[CH:13]=[CH:14][C:15]=1[OH:16]. (3) Given the reactants Br[C:2]1[CH:3]=[CH:4][C:5]([C:8]([NH:10][CH2:11][CH2:12][C:13]([O:15][CH2:16][CH3:17])=[O:14])=[O:9])=[N:6][CH:7]=1.[Cl:18][C:19]1[CH:24]=[CH:23][C:22](B(O)O)=[C:21]([CH:28]=[O:29])[CH:20]=1.C([O-])([O-])=O.[K+].[K+].O, predict the reaction product. The product is: [Cl:18][C:19]1[CH:24]=[CH:23][C:22]([C:2]2[CH:3]=[CH:4][C:5]([C:8]([NH:10][CH2:11][CH2:12][C:13]([O:15][CH2:16][CH3:17])=[O:14])=[O:9])=[N:6][CH:7]=2)=[C:21]([CH:28]=[O:29])[CH:20]=1. (4) Given the reactants [Cl:1][C:2]1(C(O)=O)[CH:7]=[CH:6][C:5]([Br:8])=[CH:4][NH:3]1.N1C=CC=CC=1.[C:18]1([CH3:28])[CH:23]=CC(S(Cl)(=O)=O)=C[CH:19]=1.[C:29]([O-:32])(O)=[O:30].[Na+], predict the reaction product. The product is: [Br:8][C:5]1[C:4]([C:29]([O:32][C:18]([CH3:28])([CH3:23])[CH3:19])=[O:30])=[N:3][C:2]([Cl:1])=[CH:7][CH:6]=1. (5) Given the reactants C(OC(=O)NC1(C2C=CC(C3C(=O)C4C(=CC([C:29]5[NH:30][N:31]=[CH:32][CH:33]=5)=CC=4)OC=3C3C=CC=CC=3)=CC=2)CCC1)(C)(C)C.[C:41]([O:45][C:46](=[O:78])[NH:47][C:48]1([C:52]2[CH:57]=[CH:56][C:55]([C:58]3[C:67](=[O:68])[C:66]4[C:61](=[C:62](Br)[C:63]([O:69][CH3:70])=[CH:64][CH:65]=4)[O:60][C:59]=3[C:72]3[CH:77]=[CH:76][CH:75]=[CH:74][CH:73]=3)=[CH:54][CH:53]=2)[CH2:51][CH2:50][CH2:49]1)([CH3:44])([CH3:43])[CH3:42].CC1(C)C(C)(C)OB(C2C=NNC=2)O1, predict the reaction product. The product is: [C:41]([O:45][C:46](=[O:78])[NH:47][C:48]1([C:52]2[CH:57]=[CH:56][C:55]([C:58]3[C:67](=[O:68])[C:66]4[C:61](=[C:62]([C:33]5[CH:29]=[N:30][NH:31][CH:32]=5)[C:63]([O:69][CH3:70])=[CH:64][CH:65]=4)[O:60][C:59]=3[C:72]3[CH:77]=[CH:76][CH:75]=[CH:74][CH:73]=3)=[CH:54][CH:53]=2)[CH2:51][CH2:50][CH2:49]1)([CH3:44])([CH3:43])[CH3:42]. (6) The product is: [Cl:23][C:20]1[CH:19]=[CH:18][C:17]([C:16]([NH:15][C:14]2[C:13]3[C:8](=[CH:9][C:10]([C:25]4[CH:26]=[CH:27][C:28]([CH2:31][OH:32])=[CH:29][CH:30]=4)=[CH:11][CH:12]=3)[N:7]([CH2:33][C:34]3[CH:39]=[CH:38][CH:37]=[C:36]([Cl:40])[CH:35]=3)[C:6]=2[C:4]([OH:5])=[O:3])=[O:24])=[CH:22][CH:21]=1. Given the reactants C([O:3][C:4]([C:6]1[N:7]([CH2:33][C:34]2[CH:39]=[CH:38][CH:37]=[C:36]([Cl:40])[CH:35]=2)[C:8]2[C:13]([C:14]=1[NH:15][C:16](=[O:24])[C:17]1[CH:22]=[CH:21][C:20]([Cl:23])=[CH:19][CH:18]=1)=[CH:12][CH:11]=[C:10]([C:25]1[CH:30]=[CH:29][C:28]([CH2:31][OH:32])=[CH:27][CH:26]=1)[CH:9]=2)=[O:5])C.[OH-].[Na+], predict the reaction product.